From a dataset of CYP1A2 inhibition data for predicting drug metabolism from PubChem BioAssay. Regression/Classification. Given a drug SMILES string, predict its absorption, distribution, metabolism, or excretion properties. Task type varies by dataset: regression for continuous measurements (e.g., permeability, clearance, half-life) or binary classification for categorical outcomes (e.g., BBB penetration, CYP inhibition). Dataset: cyp1a2_veith. (1) The compound is Cc1nc2c(O)cccc2c(=O)[nH]1. The result is 1 (inhibitor). (2) The drug is CC(N)=NCCC[C@H](N)C(=O)O. The result is 0 (non-inhibitor). (3) The drug is NCC[C@H](N)C(=O)O. The result is 0 (non-inhibitor). (4) The drug is O=C(NNC(=O)c1ccccc1O)c1ccc(Cl)cc1. The result is 0 (non-inhibitor). (5) The compound is O=C(O)CC1(CC(=O)O)Nc2ccccc2SC1=O. The result is 0 (non-inhibitor). (6) The compound is CN(C)c1ccc(O)c2c1C[C@H]1C[C@H]3[C@@H](N(C)C)C(=O)C(C(N)=O)=C(O)[C@]3(O)C(=O)C1=C2O. The result is 0 (non-inhibitor).